This data is from Reaction yield outcomes from USPTO patents with 853,638 reactions. The task is: Predict the reaction yield, written as a fraction of the theoretical maximum amount of product (1.0 means a 100% yield; for example, 0.34 means a 34% yield). The yield is 0.746. The reactants are [N+:1]([C:4]1[C:5]([C:11]2[CH:16]=[CH:15][CH:14]=[CH:13][N:12]=2)=[N:6][CH:7]=[CH:8][C:9]=1[NH2:10])([O-])=O. The product is [N:6]1[CH:7]=[CH:8][C:9]([NH2:10])=[C:4]([NH2:1])[C:5]=1[C:11]1[CH:16]=[CH:15][CH:14]=[CH:13][N:12]=1. The catalyst is CO.[Pd].